From a dataset of Peptide-MHC class II binding affinity with 134,281 pairs from IEDB. Regression. Given a peptide amino acid sequence and an MHC pseudo amino acid sequence, predict their binding affinity value. This is MHC class II binding data. The peptide sequence is IHHQHVQDCDESVLT. The MHC is DRB3_0202 with pseudo-sequence DRB3_0202. The binding affinity (normalized) is 0.367.